The task is: Predict the product of the given reaction.. This data is from Forward reaction prediction with 1.9M reactions from USPTO patents (1976-2016). (1) Given the reactants [C:1]([C:3]1[CH:23]=[CH:22][C:6]([CH2:7][NH:8][C:9](=[O:21])[CH:10]([C:13]2[C:18]([OH:19])=[CH:17][CH:16]=[CH:15][C:14]=2[F:20])[O:11][CH3:12])=[CH:5][CH:4]=1)#[N:2].Br[CH2:25][CH2:26][OH:27].C(=O)([O-])[O-].[Cs+].[Cs+], predict the reaction product. The product is: [C:1]([C:3]1[CH:4]=[CH:5][C:6]([CH2:7][NH:8][C:9](=[O:21])[CH:10]([C:13]2[C:18]([O:19][CH2:25][CH2:26][OH:27])=[CH:17][CH:16]=[CH:15][C:14]=2[F:20])[O:11][CH3:12])=[CH:22][CH:23]=1)#[N:2]. (2) Given the reactants [NH2:1][C:2]1[C:7](Br)=[N:6][C:5]([Br:9])=[CH:4][N:3]=1.[CH3:10][N:11]1[CH2:16][CH2:15][CH:14]([NH:17][CH3:18])[CH2:13][CH2:12]1, predict the reaction product. The product is: [Br:9][C:5]1[N:6]=[C:7]([N:17]([CH3:18])[CH:14]2[CH2:15][CH2:16][N:11]([CH3:10])[CH2:12][CH2:13]2)[C:2]([NH2:1])=[N:3][CH:4]=1. (3) Given the reactants [Cl:1][C:2]1[CH:8]=[C:7]([O:9][C:10]2[C:11]3[N:18]([CH3:19])[CH:17]=[CH:16][C:12]=3[N:13]=[CH:14][N:15]=2)[CH:6]=[CH:5][C:3]=1[NH2:4].N1C=CC=CC=1.Cl[C:27](OC1C=CC=CC=1)=[O:28].[NH2:36][C:37]1[CH:38]=[C:39]([CH:48]=[C:49]([C:51]([F:54])([F:53])[F:52])[CH:50]=1)[CH2:40][N:41]1[CH2:46][CH2:45][CH:44]([OH:47])[CH2:43][CH2:42]1, predict the reaction product. The product is: [Cl:1][C:2]1[CH:8]=[C:7]([O:9][C:10]2[C:11]3[N:18]([CH3:19])[CH:17]=[CH:16][C:12]=3[N:13]=[CH:14][N:15]=2)[CH:6]=[CH:5][C:3]=1[NH:4][C:27]([NH:36][C:37]1[CH:50]=[C:49]([C:51]([F:54])([F:52])[F:53])[CH:48]=[C:39]([CH2:40][N:41]2[CH2:42][CH2:43][CH:44]([OH:47])[CH2:45][CH2:46]2)[CH:38]=1)=[O:28]. (4) Given the reactants [C:1]([O:5][C:6]([NH:8][C@H:9]([CH2:15][CH:16]1[CH2:21][CH2:20][CH2:19][CH2:18][CH2:17]1)[CH:10]([OH:14])[C:11]([OH:13])=O)=[O:7])([CH3:4])([CH3:3])[CH3:2].Cl.[CH2:23]([O:30][NH2:31])[C:24]1[CH:29]=[CH:28][CH:27]=[CH:26][CH:25]=1.Cl.CN(C)CCCN=C=NCC.ON1C2C=CC=CC=2N=N1.CN1CCOCC1, predict the reaction product. The product is: [C:1]([O:5][C:6]([NH:8][C@H:9]([CH2:15][CH:16]1[CH2:21][CH2:20][CH2:19][CH2:18][CH2:17]1)[CH:10]([OH:14])[C:11]([NH:31][O:30][CH2:23][C:24]1[CH:29]=[CH:28][CH:27]=[CH:26][CH:25]=1)=[O:13])=[O:7])([CH3:2])([CH3:3])[CH3:4]. (5) The product is: [Cl:1][C:2]1[CH:7]=[CH:6][CH:5]=[CH:4][C:3]=1[C@H:8]([O:10][C:11]1[CH:15]=[C:14]([N:16]2[C:20]3[CH:21]=[CH:22][C:23]([C:25]4[CH:30]=[CH:29][N:28]=[C:27]([NH:45][CH2:44][CH2:43][CH2:42][N:39]5[CH2:38][CH2:37][N:36]([CH3:35])[CH2:41][CH2:40]5)[CH:26]=4)=[CH:24][C:19]=3[N:18]=[CH:17]2)[S:13][C:12]=1[C:32]([NH2:34])=[O:33])[CH3:9]. Given the reactants [Cl:1][C:2]1[CH:7]=[CH:6][CH:5]=[CH:4][C:3]=1[C@H:8]([O:10][C:11]1[CH:15]=[C:14]([N:16]2[C:20]3[CH:21]=[CH:22][C:23]([C:25]4[CH:30]=[CH:29][N:28]=[C:27](F)[CH:26]=4)=[CH:24][C:19]=3[N:18]=[CH:17]2)[S:13][C:12]=1[C:32]([NH2:34])=[O:33])[CH3:9].[CH3:35][N:36]1[CH2:41][CH2:40][N:39]([CH2:42][CH2:43][CH2:44][NH2:45])[CH2:38][CH2:37]1, predict the reaction product. (6) Given the reactants Cl[C:2]1[C:11]2=[N:12][N:13](CC3C=CC(OC)=CC=3)[CH:14]=[C:10]2[C:9]2[CH:8]=[C:7]([O:24][CH3:25])[CH:6]=[CH:5][C:4]=2[N:3]=1.[NH2:26][C:27]1[CH:37]=[CH:36][C:30]2[O:31][CH2:32][C:33](=[O:35])[NH:34][C:29]=2[CH:28]=1.Cl, predict the reaction product. The product is: [CH3:25][O:24][C:7]1[CH:6]=[CH:5][C:4]2[N:3]=[C:2]([NH:26][C:27]3[CH:37]=[CH:36][C:30]4[O:31][CH2:32][C:33](=[O:35])[NH:34][C:29]=4[CH:28]=3)[C:11]3=[N:12][NH:13][CH:14]=[C:10]3[C:9]=2[CH:8]=1. (7) Given the reactants [C:1]12([NH2:11])[CH2:10][CH:5]3[CH2:6][CH:7]([CH2:9][CH:3]([CH2:4]3)[CH2:2]1)[CH2:8]2.Cl[CH2:13][C:14]1[O:15][C:16]([C:19]([F:22])([F:21])[F:20])=[N:17][N:18]=1, predict the reaction product. The product is: [F:20][C:19]([F:22])([F:21])[C:16]1[O:15][C:14]([CH2:13][NH:11][C:1]23[CH2:8][CH:7]4[CH2:6][CH:5]([CH2:4][CH:3]([CH2:9]4)[CH2:2]2)[CH2:10]3)=[N:18][N:17]=1.